From a dataset of Full USPTO retrosynthesis dataset with 1.9M reactions from patents (1976-2016). Predict the reactants needed to synthesize the given product. (1) The reactants are: [N:1]1([C:10]2[S:14][C:13]([C:15](OC)=[O:16])=[C:12]([O:19][CH:20]([CH3:22])[CH3:21])[CH:11]=2)[C:5]2[CH:6]=[CH:7][CH:8]=[CH:9][C:4]=2[N:3]=[CH:2]1.[NH3:23]. Given the product [N:1]1([C:10]2[S:14][C:13]([C:15]([NH2:23])=[O:16])=[C:12]([O:19][CH:20]([CH3:22])[CH3:21])[CH:11]=2)[C:5]2[CH:6]=[CH:7][CH:8]=[CH:9][C:4]=2[N:3]=[CH:2]1, predict the reactants needed to synthesize it. (2) Given the product [NH2:1][C:2]1[CH:7]=[CH:6][C:5]([S:8]([NH:11][C:12]2[CH:17]=[CH:16][CH:15]=[CH:14][C:13]=2[CH3:18])(=[O:10])=[O:9])=[C:4]([O:20][CH3:19])[CH:3]=1, predict the reactants needed to synthesize it. The reactants are: [NH2:1][C:2]1[CH:7]=[CH:6][C:5]([S:8]([NH:11][C:12]2[CH:17]=[CH:16][CH:15]=[CH:14][C:13]=2[CH3:18])(=[O:10])=[O:9])=[CH:4][CH:3]=1.[CH3:19][O:20]C1C=C([N+]([O-])=O)C=CC=1S(NC1C=CC(C)=CC=1)(=O)=O. (3) Given the product [F:34][C:23]1[CH:24]=[C:25]([S:28]([CH:31]([CH3:33])[CH3:32])(=[O:29])=[O:30])[CH:26]=[CH:27][C:22]=1[C:19]1[N:18]=[C:17]([C:35]2[O:39][C:38]([C:40]3[CH:41]=[CH:42][C:43]([CH2:44][NH:45][CH3:46])=[CH:54][CH:55]=3)=[N:37][N:36]=2)[C:16]([NH2:15])=[N:21][CH:20]=1, predict the reactants needed to synthesize it. The reactants are: C(O)(C(F)(F)F)=O.C(OC([N:15](C(OC(C)(C)C)=O)[C:16]1[C:17]([C:35]2[O:39][C:38]([C:40]3[CH:55]=[CH:54][C:43]([CH2:44][N:45](C)[C:46](=O)OC(C)(C)C)=[CH:42][CH:41]=3)=[N:37][N:36]=2)=[N:18][C:19]([C:22]2[CH:27]=[CH:26][C:25]([S:28]([CH:31]([CH3:33])[CH3:32])(=[O:30])=[O:29])=[CH:24][C:23]=2[F:34])=[CH:20][N:21]=1)=O)(C)(C)C. (4) Given the product [O:1]1[CH:5]([CH2:6][N:38]2[C:34](=[O:44])[C:35]3[C:36](=[CH:40][CH:41]=[CH:42][CH:43]=3)[C:37]2=[O:39])[CH2:4][C:3]2[CH:8]=[CH:9][C:10]3[CH2:11][CH2:12][CH2:13][C:14]=3[C:2]1=2, predict the reactants needed to synthesize it. The reactants are: [O:1]1[CH:5]([CH2:6]O)[CH2:4][C:3]2[CH:8]=[CH:9][C:10]3[CH2:11][CH2:12][CH2:13][C:14]=3[C:2]1=2.C1(P(C2C=CC=CC=2)C2C=CC=CC=2)C=CC=CC=1.[C:34]1(=[O:44])[NH:38][C:37](=[O:39])[C:36]2=[CH:40][CH:41]=[CH:42][CH:43]=[C:35]12.CCOC(/N=N/C(OCC)=O)=O. (5) Given the product [CH3:22][O:21][C:19]1[CH:18]=[CH:17][C:16]2[N:12]([C:9]3[CH:10]=[CH:11][C:6]([NH2:5])=[N:7][CH:8]=3)[C:13]([C:23]([F:26])([F:24])[F:25])=[N:14][C:15]=2[CH:20]=1, predict the reactants needed to synthesize it. The reactants are: FC(F)(F)C([NH:5][C:6]1[CH:11]=[CH:10][C:9]([N:12]2[C:16]3[CH:17]=[CH:18][C:19]([O:21][CH3:22])=[CH:20][C:15]=3[N:14]=[C:13]2[C:23]([F:26])([F:25])[F:24])=[CH:8][N:7]=1)=O.C([O-])([O-])=O.[K+].[K+]. (6) Given the product [NH2:16][C:6]1[C:7]([N:9]2[CH2:10][CH2:11][N:12]([CH3:15])[CH2:13][CH2:14]2)=[CH:8][C:3]([O:2][CH3:1])=[C:4]([NH:19][C:20]([NH2:22])=[NH:21])[CH:5]=1, predict the reactants needed to synthesize it. The reactants are: [CH3:1][O:2][C:3]1[CH:8]=[C:7]([N:9]2[CH2:14][CH2:13][N:12]([CH3:15])[CH2:11][CH2:10]2)[C:6]([N+:16]([O-])=O)=[CH:5][C:4]=1[NH:19][C:20]([NH2:22])=[NH:21]. (7) Given the product [Cl:8][C:29]1[C:28]2[CH:27]3[CH2:30][NH:31][CH2:32][CH:26]3[C:25](=[O:33])[C:24]=2[CH:23]=[CH:22][C:21]=1[O:20][CH3:19], predict the reactants needed to synthesize it. The reactants are: C1C(=O)N([Cl:8])C(=O)C1.C(O)(=O)C.C(=O)(OCC)N.[CH3:19][O:20][C:21]1[CH:22]=[CH:23][C:24]2[C:25](=[O:33])[CH:26]3[CH2:32][NH:31][CH2:30][CH:27]3[C:28]=2[CH:29]=1.